Dataset: Forward reaction prediction with 1.9M reactions from USPTO patents (1976-2016). Task: Predict the product of the given reaction. (1) Given the reactants [H-].[Na+].[C:3]([N:10]1[CH2:15][CH2:14][CH2:13][CH:12]([OH:16])[CH2:11]1)([O:5][C:6]([CH3:9])([CH3:8])[CH3:7])=[O:4].[CH3:17][C:18]([C:20]1[CH:25]=[CH:24][C:23](F)=[C:22]([C:27]([F:30])([F:29])[F:28])[CH:21]=1)=[O:19].O, predict the reaction product. The product is: [C:6]([O:5][C:3]([N:10]1[CH2:15][CH2:14][CH2:13][CH:12]([O:16][C:23]2[CH:24]=[CH:25][C:20]([C:18](=[O:19])[CH3:17])=[CH:21][C:22]=2[C:27]([F:28])([F:29])[F:30])[CH2:11]1)=[O:4])([CH3:9])([CH3:8])[CH3:7]. (2) Given the reactants C([O:4][CH:5]1[CH2:13][C:12]2[C:7](=[C:8]([NH:18]C(=O)C)[CH:9]=[CH:10][C:11]=2[NH:14]C(=O)C)[CH2:6]1)(=O)C.[ClH:22], predict the reaction product. The product is: [ClH:22].[ClH:22].[NH2:14][C:11]1[CH:10]=[CH:9][C:8]([NH2:18])=[C:7]2[C:12]=1[CH2:13][CH:5]([OH:4])[CH2:6]2. (3) Given the reactants [NH2:1][CH:2]([C:4]1[CH:11]=[C:10]([Cl:12])[C:7]([C:8]#[N:9])=[C:6]([Br:13])[C:5]=1[O:14][CH2:15][CH3:16])[CH3:3].CCN(C(C)C)C(C)C.[C:26]([O:30][C:31](O[C:31]([O:30][C:26]([CH3:29])([CH3:28])[CH3:27])=[O:32])=[O:32])([CH3:29])([CH3:28])[CH3:27], predict the reaction product. The product is: [C:26]([O:30][C:31](=[O:32])[NH:1][CH:2]([C:4]1[CH:11]=[C:10]([Cl:12])[C:7]([C:8]#[N:9])=[C:6]([Br:13])[C:5]=1[O:14][CH2:15][CH3:16])[CH3:3])([CH3:29])([CH3:28])[CH3:27]. (4) Given the reactants [Cl:1][C:2]1[CH:7]=[CH:6][C:5]([C:8]2([OH:28])[C:16]3[C:11](=[CH:12][CH:13]=[CH:14][CH:15]=3)[C:10](=[O:17])[N:9]2[CH2:18][C:19]2[CH:24]=[CH:23][C:22]([N+:25]([O-:27])=[O:26])=[CH:21][CH:20]=2)=[CH:4][CH:3]=1.[C:29]1([CH2:34]O)([CH2:32][OH:33])[CH2:31][CH2:30]1, predict the reaction product. The product is: [Cl:1][C:2]1[CH:7]=[CH:6][C:5]([C:8]2([O:28][CH2:34][C:29]3([CH2:32][OH:33])[CH2:31][CH2:30]3)[C:16]3[C:11](=[CH:12][CH:13]=[CH:14][CH:15]=3)[C:10](=[O:17])[N:9]2[CH2:18][C:19]2[CH:24]=[CH:23][C:22]([N+:25]([O-:27])=[O:26])=[CH:21][CH:20]=2)=[CH:4][CH:3]=1. (5) Given the reactants [CH3:1][C:2]1[N:6]([CH3:7])[C:5]2[CH:8]=[C:9]([C:22](O)=[O:23])[C:10]3[CH2:11][CH2:12][CH:13]([C:16]4[CH:21]=[CH:20][CH:19]=[CH:18][CH:17]=4)[O:14][C:15]=3[C:4]=2[N:3]=1.F[B-](F)(F)F.[N:30]1(OC(N(C)C)=[N+](C)C)[C:34]2C=CC=CC=2N=N1.CN.O, predict the reaction product. The product is: [CH3:34][NH:30][C:22]([C:9]1[C:10]2[CH2:11][CH2:12][CH:13]([C:16]3[CH:21]=[CH:20][CH:19]=[CH:18][CH:17]=3)[O:14][C:15]=2[C:4]2[N:3]=[C:2]([CH3:1])[N:6]([CH3:7])[C:5]=2[CH:8]=1)=[O:23]. (6) Given the reactants [NH2:1][C@@H:2]([CH2:19][C:20]1[CH:25]=[CH:24][CH:23]=[CH:22][CH:21]=1)[C:3]([NH:5][C:6]1[C:7]([O:17][CH3:18])=[N:8][CH:9]=[C:10]([C:12]2[CH:13]=[N:14][NH:15][CH:16]=2)[CH:11]=1)=[O:4].N[C@@H:27]([CH2:43]C1C=CC=CC=1)[C:28]([NH:30][C:31]1C(=O)NC=C(C2C=NNC=2)C=1)=O.[S:50]1C=C(C=O)N=C1.C(O[BH-](OC(=O)C)OC(=O)C)(=O)C.[Na+].C(O)(=O)C, predict the reaction product. The product is: [CH3:18][O:17][C:7]1[C:6]([NH:5][C:3](=[O:4])[C@@H:2]([NH:1][CH2:43][C:27]2[S:50][CH:31]=[N:30][CH:28]=2)[CH2:19][C:20]2[CH:25]=[CH:24][CH:23]=[CH:22][CH:21]=2)=[CH:11][C:10]([C:12]2[CH:13]=[N:14][NH:15][CH:16]=2)=[CH:9][N:8]=1. (7) Given the reactants Cl[C:2]([O:4][CH2:5][CH3:6])=O.C([N:10]([CH2:14]C)C(C)C)(C)C.[N-:16]=[N+]=[N-].[Na+].[CH2:20](O)[C:21]1[CH:26]=CC=C[CH:22]=1.[CH2:28](O)[CH3:29].O, predict the reaction product. The product is: [C:21]([C:28]1[CH:29]=[C:6]([NH2:16])[C:5]([O:4][CH3:2])=[CH:14][N:10]=1)([CH3:26])([CH3:22])[CH3:20]. (8) Given the reactants [N:1]1[CH:6]=[CH:5]N=C[C:2]=1[C:7](N)=[O:8].[C:10]1([CH2:16][C@H:17]([NH:21][C:22]([C:24]2[CH:29]=[N:28][CH:27]=[CH:26][N:25]=2)=[O:23])[C:18]([OH:20])=O)[CH:15]=[CH:14][CH:13]=[CH:12][CH:11]=1.CN(C(ON1N=NC2C=CC=NC1=2)=[N+](C)C)C.F[P-](F)(F)(F)(F)F.Cl.C[C@]12[C@H]3C[C@H](C3(C)C)C[C@H]1[O:58][B:59]([C@@H:61]([NH2:66])[CH2:62][CH:63]([CH3:65])[CH3:64])O2.C(N(CC)C(C)C)(C)C, predict the reaction product. The product is: [O:8]1[CH2:7][CH2:2][NH:1][CH2:6][CH2:5][O:58][B:59]1[C@@H:61]([NH:66][C:18](=[O:20])[C@@H:17]([NH:21][C:22]([C:24]1[CH:29]=[N:28][CH:27]=[CH:26][N:25]=1)=[O:23])[CH2:16][C:10]1[CH:11]=[CH:12][CH:13]=[CH:14][CH:15]=1)[CH2:62][CH:63]([CH3:65])[CH3:64].